Dataset: Full USPTO retrosynthesis dataset with 1.9M reactions from patents (1976-2016). Task: Predict the reactants needed to synthesize the given product. (1) The reactants are: [Br:1][C:2]1[CH:7]=[CH:6][C:5]([C:8]2[N:12]([C:13]3[CH:18]=[CH:17][C:16]([Cl:19])=[CH:15][C:14]=3[Cl:20])[N:11]=[C:10]([C:21](O)=[O:22])[C:9]=2[CH3:24])=[CH:4][CH:3]=1.FC(F)(F)C([O-])=O.[C:32]([C:35]1([C:41]2[CH:46]=[CH:45][CH:44]=[CH:43][CH:42]=2)[CH2:40][CH2:39][NH2+:38][CH2:37][CH2:36]1)(=[O:34])[NH2:33].F[P-](F)(F)(F)(F)F.N1(O[P+](N(C)C)(N(C)C)N(C)C)C2C=CC=CC=2N=N1.C(N(CC)CC)C. Given the product [Br:1][C:2]1[CH:7]=[CH:6][C:5]([C:8]2[N:12]([C:13]3[CH:18]=[CH:17][C:16]([Cl:19])=[CH:15][C:14]=3[Cl:20])[N:11]=[C:10]([C:21]([N:38]3[CH2:37][CH2:36][C:35]([C:41]4[CH:42]=[CH:43][CH:44]=[CH:45][CH:46]=4)([C:32]([NH2:33])=[O:34])[CH2:40][CH2:39]3)=[O:22])[C:9]=2[CH3:24])=[CH:4][CH:3]=1, predict the reactants needed to synthesize it. (2) Given the product [CH:1]1([CH2:4][C@@H:5]2[NH:10][C:9](=[O:11])[C@H:8]([CH2:12][CH:13]([CH3:15])[CH3:14])[N:7]([C:26]([C:23]3[CH:22]=[C:21]([C:17]4[S:16][CH:20]=[CH:19][CH:18]=4)[O:25][N:24]=3)=[O:27])[CH2:6]2)[CH2:2][CH2:3]1, predict the reactants needed to synthesize it. The reactants are: [CH:1]1([CH2:4][C@@H:5]2[NH:10][C:9](=[O:11])[C@H:8]([CH2:12][CH:13]([CH3:15])[CH3:14])[NH:7][CH2:6]2)[CH2:3][CH2:2]1.[S:16]1[CH:20]=[CH:19][CH:18]=[C:17]1[C:21]1[O:25][N:24]=[C:23]([C:26](O)=[O:27])[CH:22]=1.C([C@@H]1N(C(=O)/C=C/C2C=CC=CC=2)C[C@H](CC(C)C)NC1=O)C(C)C. (3) Given the product [N:8]([CH2:11][CH2:12][CH2:13][C:14]([N:32]1[C@@H:31]([CH2:24][C:25]2[CH:30]=[CH:29][CH:28]=[CH:27][CH:26]=2)[CH2:35][O:34][C:33]1=[O:36])=[O:16])=[N+:9]=[N-:10], predict the reactants needed to synthesize it. The reactants are: CCN(CC)CC.[N:8]([CH2:11][CH2:12][CH2:13][C:14]([OH:16])=O)=[N+:9]=[N-:10].C(Cl)(=O)C(C)(C)C.[CH2:24]([C@H:31]1[CH2:35][O:34][C:33](=[O:36])[NH:32]1)[C:25]1[CH:30]=[CH:29][CH:28]=[CH:27][CH:26]=1. (4) Given the product [ClH:17].[ClH:17].[F:15][C:11]1[CH:10]=[C:9]([CH2:8][NH2:7])[CH:14]=[CH:13][N:12]=1, predict the reactants needed to synthesize it. The reactants are: C(OC(=O)[NH:7][CH2:8][C:9]1[CH:14]=[CH:13][N:12]=[C:11]([F:15])[CH:10]=1)(C)(C)C.[ClH:17].